This data is from Catalyst prediction with 721,799 reactions and 888 catalyst types from USPTO. The task is: Predict which catalyst facilitates the given reaction. (1) Reactant: FC(F)(F)C(O)=O.[CH3:8][C:9](=[CH2:29])[CH2:10][C:11]1([C:24]([O:26]CC)=[O:25])[CH2:16][CH2:15][N:14](C(OC(C)(C)C)=O)[CH2:13][CH2:12]1. Product: [CH3:8][C:9]1([CH3:29])[CH2:10][C:11]2([CH2:16][CH2:15][NH:14][CH2:13][CH2:12]2)[C:24](=[O:26])[O:25]1. The catalyst class is: 4. (2) Reactant: [OH-].[Na+].C([O:5][C:6](=[O:23])[CH2:7][O:8][C:9]1[CH:14]=[CH:13][C:12]([Cl:15])=[CH:11][C:10]=1[CH:16]1[CH2:22][CH2:21][CH2:20][CH2:19][CH2:18][CH2:17]1)C.Cl. Product: [Cl:15][C:12]1[CH:13]=[CH:14][C:9]([O:8][CH2:7][C:6]([OH:23])=[O:5])=[C:10]([CH:16]2[CH2:22][CH2:21][CH2:20][CH2:19][CH2:18][CH2:17]2)[CH:11]=1. The catalyst class is: 5. (3) Reactant: [Cl:1][C:2]1[CH:7]=[CH:6][CH:5]=[CH:4][C:3]=1[CH2:8][C:9]([OH:11])=[O:10].[CH3:12]O. Product: [CH3:12][O:10][C:9](=[O:11])[CH2:8][C:3]1[CH:4]=[CH:5][CH:6]=[CH:7][C:2]=1[Cl:1]. The catalyst class is: 65. (4) Reactant: C(=O)([O-])[O-].[K+].[K+].[CH2:7]1[C:10]2([CH2:13][NH:12][CH2:11]2)[CH2:9][O:8]1.CO.CN(C=O)C.Cl[C:22]1[CH:27]=[CH:26][C:25]([N+:28]([O-:30])=[O:29])=[CH:24][N:23]=1. Product: [N+:28]([C:25]1[CH:26]=[CH:27][C:22]([N:12]2[CH2:13][C:10]3([CH2:9][O:8][CH2:7]3)[CH2:11]2)=[N:23][CH:24]=1)([O-:30])=[O:29]. The catalyst class is: 6.